This data is from Full USPTO retrosynthesis dataset with 1.9M reactions from patents (1976-2016). The task is: Predict the reactants needed to synthesize the given product. (1) Given the product [F:1][C:2]1[CH:3]=[C:4]([CH:8]=[CH:9][C:10]=1[C:11]1[CH:12]=[N:13][C:14]2[N:15]([C:17]([C:20]3([C:23]4[CH:24]=[C:25]5[C:30](=[CH:31][CH:32]=4)[N:29]=[CH:28][CH:27]=[CH:26]5)[CH2:22][CH2:21]3)=[CH:18][N:19]=2)[CH:16]=1)[C:5]([NH:42][CH3:46])=[O:7], predict the reactants needed to synthesize it. The reactants are: [F:1][C:2]1[CH:3]=[C:4]([CH:8]=[CH:9][C:10]=1[C:11]1[CH:12]=[N:13][C:14]2[N:15]([C:17]([C:20]3([C:23]4[CH:24]=[C:25]5[C:30](=[CH:31][CH:32]=4)[N:29]=[CH:28][CH:27]=[CH:26]5)[CH2:22][CH2:21]3)=[CH:18][N:19]=2)[CH:16]=1)[C:5]([OH:7])=O.CN.F[P-](F)(F)(F)(F)F.[N:42]1(O[P+](N(C)C)(N(C)C)N(C)C)[C:46]2C=CC=CC=2N=N1.C(N(CC)C(C)C)(C)C. (2) The reactants are: [CH3:1][C:2]([O:5][C@H:6]([CH3:41])[C@@H:7]([C:37]([O:39]C)=[O:38])[NH:8][C:9]([C:11]1[S:12][C:13]([C:29]2[CH:34]=[CH:33][C:32]([O:35][CH3:36])=[CH:31][CH:30]=2)=[CH:14][C:15]=1[NH:16][C:17]([NH:19][C:20]1[C:25]([CH3:26])=[CH:24][C:23]([CH3:27])=[CH:22][C:21]=1[CH3:28])=[O:18])=[O:10])([CH3:4])[CH3:3].[OH-].[Li+]. Given the product [CH3:4][C:2]([O:5][C@H:6]([CH3:41])[C@@H:7]([C:37]([OH:39])=[O:38])[NH:8][C:9]([C:11]1[S:12][C:13]([C:29]2[CH:30]=[CH:31][C:32]([O:35][CH3:36])=[CH:33][CH:34]=2)=[CH:14][C:15]=1[NH:16][C:17]([NH:19][C:20]1[C:25]([CH3:26])=[CH:24][C:23]([CH3:27])=[CH:22][C:21]=1[CH3:28])=[O:18])=[O:10])([CH3:1])[CH3:3], predict the reactants needed to synthesize it. (3) Given the product [NH2:1][C:2]1[N:3]([CH3:24])[C:4](=[O:23])[C@:5]2([N:22]=1)[C:14]1[CH:13]=[C:12]([C:31]3[C:26]([F:25])=[N:27][CH:28]=[CH:29][CH:30]=3)[CH:11]=[CH:10][C:9]=1[O:8][C@@:7]1([CH3:21])[CH2:17][CH2:18][CH2:19][O:20][C@H:6]21, predict the reactants needed to synthesize it. The reactants are: [NH2:1][C:2]1[N:3]([CH3:24])[C:4](=[O:23])[C@:5]2([N:22]=1)[C:14]1[CH:13]=[C:12](OC)[CH:11]=[CH:10][C:9]=1[O:8][C@@:7]1([CH3:21])[CH2:17][CH2:18][CH2:19][O:20][C@H:6]21.[F:25][C:26]1[C:31](B(O)O)=[CH:30][CH:29]=[CH:28][N:27]=1. (4) Given the product [ClH:1].[CH3:12][O:10][C:9]([CH:4]1[CH2:5][CH2:6][CH:7]=[CH:8][CH:3]1[NH2:2])=[O:11], predict the reactants needed to synthesize it. The reactants are: [ClH:1].[NH2:2][C@H:3]1[CH:8]=[CH:7][CH2:6][CH2:5][C@H:4]1[C:9]([OH:11])=[O:10].[CH3:12][Si](C=[N+]=[N-])(C)C.C(OCC)C. (5) Given the product [F:38][C:37]([F:40])([F:39])[C:35]([OH:41])=[O:36].[CH3:33][C@H:18]1[N:17]2[C:22]([CH2:23][O:24][C:25]3[C:16]2=[CH:15][C:14]([C@H:12]([C:10]2([CH3:34])[CH2:9][NH:8][CH2:11]2)[CH3:13])=[C:27]([C:28]([F:29])([F:31])[F:30])[CH:26]=3)=[N:21][NH:20][C:19]1=[O:32], predict the reactants needed to synthesize it. The reactants are: C(OC([N:8]1[CH2:11][C:10]([CH3:34])([C@@H:12]([C:14]2[CH:15]=[C:16]3[C:25](=[CH:26][C:27]=2[C:28]([F:31])([F:30])[F:29])[O:24][CH2:23][C:22]2[N:17]3[C@H:18]([CH3:33])[C:19](=[O:32])[NH:20][N:21]=2)[CH3:13])[CH2:9]1)=O)(C)(C)C.[C:35]([OH:41])([C:37]([F:40])([F:39])[F:38])=[O:36]. (6) Given the product [CH2:9]([O:16][C:17]1[CH:22]=[CH:21][C:20]([C:2]2[C:3](=[O:8])[NH:4][CH:5]=[N:6][CH:7]=2)=[CH:19][C:18]=1[F:26])[C:10]1[CH:11]=[CH:12][CH:13]=[CH:14][CH:15]=1, predict the reactants needed to synthesize it. The reactants are: Br[C:2]1[C:3](=[O:8])[NH:4][CH:5]=[N:6][CH:7]=1.[CH2:9]([O:16][C:17]1[CH:22]=[CH:21][C:20](B(O)O)=[CH:19][C:18]=1[F:26])[C:10]1[CH:15]=[CH:14][CH:13]=[CH:12][CH:11]=1. (7) Given the product [Br:5][C:6]1[CH:7]=[CH:8][C:9]([F:34])=[C:10]([C:12]2([CH3:33])[CH2:17][C:16]3([CH2:22][CH2:21][CH2:20][CH2:19][CH2:18]3)[S:15][C:14]([NH:24][C:25](=[O:32])[C:26]3[CH:27]=[CH:28][CH:29]=[CH:30][CH:31]=3)=[N:13]2)[CH:11]=1, predict the reactants needed to synthesize it. The reactants are: C([BH3-])#N.[Na+].[Br:5][C:6]1[CH:7]=[CH:8][C:9]([F:34])=[C:10]([C:12]2([CH3:33])[CH2:17][C:16]3([CH2:22][CH2:21][CH2:20][CH2:19][CH:18]3I)[S:15][C:14]([NH:24][C:25](=[O:32])[C:26]3[CH:31]=[CH:30][CH:29]=[CH:28][CH:27]=3)=[N:13]2)[CH:11]=1.CC(O)=O. (8) Given the product [CH2:1]([S:8][C:9]1[N:18]=[CH:17][C:16]2[CH2:15][CH2:14][C:13]3[C:19]([C:20]([C:22]4[CH:27]=[CH:26][CH:25]=[CH:24][CH:23]=4)=[O:21])=[N:32][N:31]([CH3:30])[C:12]=3[C:11]=2[N:10]=1)[C:2]1[CH:7]=[CH:6][CH:5]=[CH:4][CH:3]=1, predict the reactants needed to synthesize it. The reactants are: [CH2:1]([S:8][C:9]1[N:18]=[CH:17][C:16]2[CH2:15][CH2:14][CH:13]([C:19](=O)[C:20]([C:22]3[CH:27]=[CH:26][CH:25]=[CH:24][CH:23]=3)=[O:21])[C:12](=O)[C:11]=2[N:10]=1)[C:2]1[CH:7]=[CH:6][CH:5]=[CH:4][CH:3]=1.[CH3:30][NH:31][NH2:32]. (9) Given the product [Br:14][CH:9]1[CH2:8][CH:7]([C:1]2[CH:6]=[CH:5][CH:4]=[CH:3][CH:2]=2)[CH2:12][CH2:11][C:10]1=[O:13], predict the reactants needed to synthesize it. The reactants are: [C:1]1([CH:7]2[CH2:12][CH2:11][C:10](=[O:13])[CH2:9][CH2:8]2)[CH:6]=[CH:5][CH:4]=[CH:3][CH:2]=1.[Br:14]N1C(=O)CCC1=O.CC(N=NC(C#N)(C)C)(C#N)C.